This data is from Full USPTO retrosynthesis dataset with 1.9M reactions from patents (1976-2016). The task is: Predict the reactants needed to synthesize the given product. Given the product [CH3:1][C:2]1[N:3]([CH2:8][CH:9]([C:11]2[N:16]=[CH:15][C:14]([C:17]3[CH:22]=[CH:21][C:20]([N:23]4[CH2:27][C@H:26]([CH2:28][N:29]5[CH:33]=[CH:32][N:31]=[N:30]5)[O:25][C:24]4=[O:34])=[CH:19][C:18]=3[F:35])=[CH:13][CH:12]=2)[OH:10])[C:4]([CH3:7])=[CH:5][N:6]=1, predict the reactants needed to synthesize it. The reactants are: [CH3:1][C:2]1[N:3]([CH2:8][C:9]([C:11]2[N:16]=[CH:15][C:14]([C:17]3[CH:22]=[CH:21][C:20]([N:23]4[CH2:27][C@H:26]([CH2:28][N:29]5[CH:33]=[CH:32][N:31]=[N:30]5)[O:25][C:24]4=[O:34])=[CH:19][C:18]=3[F:35])=[CH:13][CH:12]=2)=[O:10])[C:4]([CH3:7])=[CH:5][N:6]=1.CO.[BH4-].[Na+].